Dataset: Forward reaction prediction with 1.9M reactions from USPTO patents (1976-2016). Task: Predict the product of the given reaction. (1) The product is: [ClH:3].[NH2:5][C@@H:6]([CH:11]([CH3:13])[CH3:12])[CH2:7][C:8]([O:10][CH3:14])=[O:9]. Given the reactants S(Cl)([Cl:3])=O.[NH2:5][C@@H:6]([CH:11]([CH3:13])[CH3:12])[CH2:7][C:8]([OH:10])=[O:9].[CH3:14]O, predict the reaction product. (2) Given the reactants [Cl:1][C:2]1[NH:6][C:5]2[CH:7]=[CH:8][CH:9]=[C:10]([N+:11]([O-])=O)[C:4]=2[N:3]=1.NC1C2N=C(CO)NC=2C=CC=1, predict the reaction product. The product is: [Cl:1][C:2]1[NH:6][C:5]2[CH:7]=[CH:8][CH:9]=[C:10]([NH2:11])[C:4]=2[N:3]=1. (3) Given the reactants [CH2:1]([NH:8][C:9]1[N:10]=[CH:11][CH:12]=[C:13]2[C:17]([CH:18]=[O:19])=[C:16]([CH3:20])[NH:15][C:14]=12)[C:2]1[CH:7]=[CH:6][CH:5]=[CH:4][CH:3]=1.[BH4-].[Na+], predict the reaction product. The product is: [CH2:1]([NH:8][C:9]1[N:10]=[CH:11][CH:12]=[C:13]2[C:17]([CH2:18][OH:19])=[C:16]([CH3:20])[NH:15][C:14]=12)[C:2]1[CH:3]=[CH:4][CH:5]=[CH:6][CH:7]=1. (4) Given the reactants [NH2:1][C:2]1([C:9]([O:11][CH3:12])=[O:10])[CH2:7][CH2:6][C:5]([F:8])=[CH:4][CH2:3]1.[H][H], predict the reaction product. The product is: [NH2:1][C:2]1([C:9]([O:11][CH3:12])=[O:10])[CH2:7][CH2:6][CH:5]([F:8])[CH2:4][CH2:3]1. (5) The product is: [NH:11]1[C:15]2[CH:16]=[CH:17][CH:18]=[CH:19][C:14]=2[N:13]=[C:12]1[C@H:8]([NH:9][C:10]([NH:33][C@H:31]([C:28]1[CH:29]=[CH:30][C:25]([O:24][CH3:23])=[CH:26][CH:27]=1)[CH3:32])=[O:20])[CH2:7][C:6]1[CH:5]=[CH:4][C:3]([O:2][CH3:1])=[CH:22][CH:21]=1. Given the reactants [CH3:1][O:2][C:3]1[CH:22]=[CH:21][C:6]([CH2:7][C@@H:8]2[C:12]3=[N:13][C:14]4[CH:19]=[CH:18][CH:17]=[CH:16][C:15]=4[N:11]3[C:10](=[O:20])[NH:9]2)=[CH:5][CH:4]=1.[CH3:23][O:24][C:25]1[CH:30]=[CH:29][C:28]([C@@H:31]([NH2:33])[CH3:32])=[CH:27][CH:26]=1.C(O)(C(F)(F)F)=O, predict the reaction product. (6) Given the reactants [C:1]([CH2:3][CH2:4][N:5]1[C:9]2[CH:10]=[CH:11][C:12]([C:14]([OH:16])=O)=[CH:13][C:8]=2[N:7]=[CH:6]1)#[N:2].C1C=CC2N(O)N=NC=2C=1.Cl.CC[N:30]([CH:34]([CH3:36])[CH3:35])[CH:31]([CH3:33])[CH3:32].CCN=C=NCCCN(C)C.Cl.CN([CH:52]=[O:53])C, predict the reaction product. The product is: [OH:53][CH:52]1[CH2:35][CH:34]2[N:30]([C:14]([C:12]3[CH:11]=[CH:10][C:9]4[N:5]([CH2:4][CH2:3][C:1]#[N:2])[CH:6]=[N:7][C:8]=4[CH:13]=3)=[O:16])[CH:31]([CH2:32][CH2:36]2)[CH2:33]1. (7) Given the reactants [NH2:1][C:2]1[C:3]([C:14]([OH:16])=O)=[N:4][C:5]([C:8]2[CH:13]=[CH:12][CH:11]=[CH:10][CH:9]=2)=[CH:6][N:7]=1.Cl.C(N=C=NCCCN(C)C)C.ON1C2C=CC=CC=2N=N1.CN1CCOCC1.[CH2:46]([NH2:53])[C:47]1[CH:52]=[CH:51][CH:50]=[CH:49][CH:48]=1, predict the reaction product. The product is: [NH2:1][C:2]1[C:3]([C:14]([NH:53][CH2:46][C:47]2[CH:52]=[CH:51][CH:50]=[CH:49][CH:48]=2)=[O:16])=[N:4][C:5]([C:8]2[CH:9]=[CH:10][CH:11]=[CH:12][CH:13]=2)=[CH:6][N:7]=1.